This data is from Peptide-MHC class I binding affinity with 185,985 pairs from IEDB/IMGT. The task is: Regression. Given a peptide amino acid sequence and an MHC pseudo amino acid sequence, predict their binding affinity value. This is MHC class I binding data. (1) The peptide sequence is WTEHRQVRY. The MHC is HLA-B44:02 with pseudo-sequence HLA-B44:02. The binding affinity (normalized) is 0.0847. (2) The peptide sequence is IDPTLTTWI. The MHC is HLA-B18:01 with pseudo-sequence HLA-B18:01. The binding affinity (normalized) is 0.0159.